Dataset: Full USPTO retrosynthesis dataset with 1.9M reactions from patents (1976-2016). Task: Predict the reactants needed to synthesize the given product. Given the product [Cl:1][C:2]1[C:7]([N:8]2[CH2:9][CH2:10][CH:11]([C:14]3[CH:15]=[CH:16][CH:17]=[CH:18][CH:19]=3)[CH2:12][CH2:13]2)=[CH:6][N:5]=[N:4][C:3]=1[NH:20][NH:21][C:30](=[O:31])[CH2:29][C:28]([F:34])([F:33])[F:27], predict the reactants needed to synthesize it. The reactants are: [Cl:1][C:2]1[C:7]([N:8]2[CH2:13][CH2:12][CH:11]([C:14]3[CH:19]=[CH:18][CH:17]=[CH:16][CH:15]=3)[CH2:10][CH2:9]2)=[CH:6][N:5]=[N:4][C:3]=1[NH:20][NH2:21].C(=O)(O)[O-].[Na+].[F:27][C:28]([F:34])([F:33])[CH2:29][C:30](Cl)=[O:31].